Dataset: Full USPTO retrosynthesis dataset with 1.9M reactions from patents (1976-2016). Task: Predict the reactants needed to synthesize the given product. (1) Given the product [Br:10][C:11]1[CH:12]=[C:13]([CH:14]=[CH:15][C:16]=1[N:17]1[C@@H:21]([CH2:22][O:23][Si:24]([C:27]([CH3:30])([CH3:29])[CH3:28])([CH3:26])[CH3:25])[C@H:20]([CH3:31])[C:19]([C:32]([F:33])([F:34])[F:35])=[N:18]1)[O:36][C@@H:49]1[CH2:50][CH2:51][N:46]([C:39]2[C:38]([Cl:37])=[CH:43][N:42]=[C:41]([O:44][CH3:45])[CH:40]=2)[CH2:47][C@H:48]1[CH3:53], predict the reactants needed to synthesize it. The reactants are: ClC1C=CC(OC)=NC=1.[Br:10][C:11]1[CH:12]=[C:13]([OH:36])[CH:14]=[CH:15][C:16]=1[N:17]1[C@@H:21]([CH2:22][O:23][Si:24]([C:27]([CH3:30])([CH3:29])[CH3:28])([CH3:26])[CH3:25])[C@H:20]([CH3:31])[C:19]([C:32]([F:35])([F:34])[F:33])=[N:18]1.[Cl:37][C:38]1[C:39]([N:46]2[CH2:51][CH2:50][C@H:49](O)[C@H:48]([CH3:53])[CH2:47]2)=[CH:40][C:41]([O:44][CH3:45])=[N:42][CH:43]=1.C1(P(C2C=CC=CC=2)C2C=CC=CC=2)C=CC=CC=1.CC(OC(/N=N/C(OC(C)(C)C)=O)=O)(C)C. (2) The reactants are: Br[C:2]1[CH:3]=[C:4]([C:8]2([C:11]([O:13][CH3:14])=[O:12])[CH2:10][CH2:9]2)[CH:5]=[CH:6][CH:7]=1.[CH3:15][C:16]1([CH3:32])[C:20]([CH3:22])([CH3:21])[O:19][B:18]([B:18]2[O:19][C:20]([CH3:22])([CH3:21])[C:16]([CH3:32])([CH3:15])[O:17]2)[O:17]1.C([O-])(=O)C.[K+]. Given the product [CH3:15][C:16]1([CH3:32])[C:20]([CH3:22])([CH3:21])[O:19][B:18]([C:2]2[CH:3]=[C:4]([C:8]3([C:11]([O:13][CH3:14])=[O:12])[CH2:10][CH2:9]3)[CH:5]=[CH:6][CH:7]=2)[O:17]1, predict the reactants needed to synthesize it. (3) The reactants are: [CH:1]([C:4]1[CH:10]=[CH:9][C:7]([NH2:8])=[CH:6][CH:5]=1)([CH3:3])[CH3:2].C(OC(=O)C)(=O)C.[Br:18]Br.Cl.[OH-].[K+]. Given the product [Br:18][C:6]1[CH:5]=[C:4]([CH:1]([CH3:3])[CH3:2])[CH:10]=[CH:9][C:7]=1[NH2:8], predict the reactants needed to synthesize it.